Dataset: Full USPTO retrosynthesis dataset with 1.9M reactions from patents (1976-2016). Task: Predict the reactants needed to synthesize the given product. (1) The reactants are: [N+](C1C=NN(CC[CH2:11][N:12]2[CH2:17][CH2:16][CH2:15][CH:14]([OH:18])[CH2:13]2)C=1)([O-])=O.Br[CH2:20][CH2:21][CH2:22][N:23]1[CH:27]=[C:26]([N+:28]([O-:30])=[O:29])[CH:25]=[N:24]1. Given the product [N+:28]([C:26]1[CH:25]=[N:24][N:23]([CH2:22][CH2:21][CH2:20][CH2:11][N:12]2[CH2:17][CH2:16][CH2:15][CH:14]([OH:18])[CH2:13]2)[CH:27]=1)([O-:30])=[O:29], predict the reactants needed to synthesize it. (2) Given the product [C:1]([O:5][C:6](=[O:12])[C@@H:7]([N:9]([C:26](=[O:27])[C:25]1[CH:29]=[CH:30][CH:31]=[CH:32][C:24]=1[N:21]=[N+:22]=[N-:23])[CH:10]=[O:11])[CH3:8])([CH3:2])([CH3:3])[CH3:4], predict the reactants needed to synthesize it. The reactants are: [C:1]([O:5][C:6](=[O:12])[C@@H:7]([NH:9][CH:10]=[O:11])[CH3:8])([CH3:4])([CH3:3])[CH3:2].[Li+].CC([N-]C(C)C)C.[N:21]([C:24]1[CH:32]=[CH:31][CH:30]=[CH:29][C:25]=1[C:26](Cl)=[O:27])=[N+:22]=[N-:23].